This data is from Peptide-MHC class I binding affinity with 185,985 pairs from IEDB/IMGT. The task is: Regression. Given a peptide amino acid sequence and an MHC pseudo amino acid sequence, predict their binding affinity value. This is MHC class I binding data. (1) The peptide sequence is TELKYSWKTW. The MHC is HLA-B44:03 with pseudo-sequence HLA-B44:03. The binding affinity (normalized) is 0.706. (2) The binding affinity (normalized) is 0.0847. The peptide sequence is DTTTDISKY. The MHC is HLA-B39:01 with pseudo-sequence HLA-B39:01. (3) The peptide sequence is YVFPVIFSR. The MHC is HLA-A02:02 with pseudo-sequence HLA-A02:02. The binding affinity (normalized) is 0.277. (4) The peptide sequence is VPDIKLDAV. The MHC is HLA-B35:01 with pseudo-sequence HLA-B35:01. The binding affinity (normalized) is 0.0167. (5) The peptide sequence is WMTYTGGVMT. The MHC is HLA-A02:01 with pseudo-sequence HLA-A02:01. The binding affinity (normalized) is 0.0530. (6) The peptide sequence is KIKNRIERL. The MHC is HLA-B44:02 with pseudo-sequence HLA-B44:02. The binding affinity (normalized) is 0.0847. (7) The peptide sequence is YPALETIQV. The MHC is HLA-B51:01 with pseudo-sequence HLA-B51:01. The binding affinity (normalized) is 0.952.